This data is from Reaction yield outcomes from USPTO patents with 853,638 reactions. The task is: Predict the reaction yield, written as a fraction of the theoretical maximum amount of product (1.0 means a 100% yield; for example, 0.34 means a 34% yield). The catalyst is O. The reactants are [O-]S([O-])=O.[Na+].[Na+].C([O-])(O)=O.[Na+].[CH3:12][C:13]1[CH:14]=[C:15]([S:20](Cl)(=[O:22])=[O:21])[CH:16]=[C:17]([CH3:19])[CH:18]=1.Cl[CH2:25]C(O)=O.[OH-].[Na+].Cl. The yield is 0.840. The product is [CH3:12][C:13]1[CH:14]=[C:15]([S:20]([CH3:25])(=[O:22])=[O:21])[CH:16]=[C:17]([CH3:19])[CH:18]=1.